Predict the reactants needed to synthesize the given product. From a dataset of Full USPTO retrosynthesis dataset with 1.9M reactions from patents (1976-2016). (1) Given the product [Cl:1][C:2]1[CH:7]=[C:6]([O:32][CH2:33][CH3:34])[CH:5]=[CH:4][C:3]=1[C:9]1[C:10]2[N:11]([N:15]=[C:16]([NH:18][CH:19]3[CH2:24][CH2:23][N:22]([C:25]4[CH:30]=[CH:29][N:28]=[C:27]([O:38][CH2:37][CH3:36])[CH:26]=4)[CH2:21][CH2:20]3)[N:17]=2)[CH:12]=[CH:13][CH:14]=1, predict the reactants needed to synthesize it. The reactants are: [Cl:1][C:2]1[CH:7]=[C:6](F)[CH:5]=[CH:4][C:3]=1[C:9]1[C:10]2[N:11]([N:15]=[C:16]([NH:18][CH:19]3[CH2:24][CH2:23][N:22]([C:25]4[CH:30]=[CH:29][N:28]=[C:27](Cl)[CH:26]=4)[CH2:21][CH2:20]3)[N:17]=2)[CH:12]=[CH:13][CH:14]=1.[O-:32][CH2:33][CH3:34].[Na+].[CH3:36][CH2:37][OH:38]. (2) Given the product [Cl:31][C:28]1[CH:27]=[N:26][C:25]([NH:1][CH2:2][C@@H:3]2[C@H:8]([CH3:9])[CH2:7][CH2:6][CH2:5][N:4]2[C:10]([C:12]2[CH:17]=[CH:16][CH:15]=[C:14]([F:18])[C:13]=2[N:19]2[N:23]=[CH:22][CH:21]=[N:20]2)=[O:11])=[N:30][CH:29]=1, predict the reactants needed to synthesize it. The reactants are: [NH2:1][CH2:2][C@@H:3]1[C@H:8]([CH3:9])[CH2:7][CH2:6][CH2:5][N:4]1[C:10]([C:12]1[CH:17]=[CH:16][CH:15]=[C:14]([F:18])[C:13]=1[N:19]1[N:23]=[CH:22][CH:21]=[N:20]1)=[O:11].Cl[C:25]1[N:30]=[CH:29][C:28]([Cl:31])=[CH:27][N:26]=1. (3) Given the product [NH2:35][C@@H:30]([C:3]1[CH:4]=[CH:5][C:6]([C:8]2[CH:13]=[CH:12][C:11](=[O:14])[N:10]([CH2:15][CH2:16][O:17][C:18]3[C:27]4[C:22](=[CH:23][C:24]([O:28][CH3:29])=[CH:25][CH:26]=4)[N:21]=[CH:20][CH:19]=3)[N:9]=2)=[CH:7][C:2]=1[Cl:1])[C:31]([F:33])([F:32])[F:34], predict the reactants needed to synthesize it. The reactants are: [Cl:1][C:2]1[CH:7]=[C:6]([C:8]2[CH:13]=[CH:12][C:11](=[O:14])[N:10]([CH2:15][CH2:16][O:17][C:18]3[C:27]4[C:22](=[CH:23][C:24]([O:28][CH3:29])=[CH:25][CH:26]=4)[N:21]=[CH:20][CH:19]=3)[N:9]=2)[CH:5]=[CH:4][C:3]=1[C@H:30]([NH:35][S@@](C(C)(C)C)=O)[C:31]([F:34])([F:33])[F:32].Cl. (4) Given the product [CH3:14][N:15]([CH3:21])[CH2:16]/[CH:17]=[CH:18]\[CH2:19][NH:20][CH2:1][C:3]1[CH:8]=[C:7]([C:9]([O:11][CH2:12][CH3:13])=[O:10])[CH:6]=[CH:5][N:4]=1, predict the reactants needed to synthesize it. The reactants are: [CH:1]([C:3]1[CH:8]=[C:7]([C:9]([O:11][CH2:12][CH3:13])=[O:10])[CH:6]=[CH:5][N:4]=1)=O.[CH3:14][N:15]([CH3:21])[CH2:16]/[CH:17]=[CH:18]\[CH2:19][NH2:20]. (5) Given the product [N:1]1([C:2]2[CH:3]=[CH:4][C:5]3[C:11](=[O:12])[C:10]4[CH:13]=[CH:14][C:15]([N+:17]([O-:19])=[O:18])=[CH:16][C:9]=4[CH2:8][O:7][C:6]=3[CH:20]=2)[CH:25]=[N:23][N:22]=[N:21]1, predict the reactants needed to synthesize it. The reactants are: [NH2:1][C:2]1[CH:3]=[CH:4][C:5]2[C:11](=[O:12])[C:10]3[CH:13]=[CH:14][C:15]([N+:17]([O-:19])=[O:18])=[CH:16][C:9]=3[CH2:8][O:7][C:6]=2[CH:20]=1.[N-:21]=[N+:22]=[N-:23].[Na+].[CH:25](OC)(OC)OC.C(O)(=O)C. (6) Given the product [CH3:1][C:2]1[CH:3]=[C:4]([NH:9][C:10]2[N:15]=[C:14]([N:16]3[CH:20]=[CH:19][C:18]([C:21]([F:22])([F:24])[F:23])=[N:17]3)[C:13]([C:25]3[CH:26]=[C:27]([C:33]([OH:35])=[O:34])[C:28]([O:31][CH3:32])=[N:29][CH:30]=3)=[CH:12][N:11]=2)[CH:5]=[C:6]([CH3:8])[CH:7]=1, predict the reactants needed to synthesize it. The reactants are: [CH3:1][C:2]1[CH:3]=[C:4]([NH:9][C:10]2[N:15]=[C:14]([N:16]3[CH:20]=[CH:19][C:18]([C:21]([F:24])([F:23])[F:22])=[N:17]3)[C:13]([C:25]3[CH:26]=[C:27]([C:33]([O:35]C)=[O:34])[C:28]([O:31][CH3:32])=[N:29][CH:30]=3)=[CH:12][N:11]=2)[CH:5]=[C:6]([CH3:8])[CH:7]=1.[OH-].[Na+]. (7) Given the product [Cl:24][C:22]1[CH:21]=[C:4]([CH:3]=[C:2]([NH:29][CH2:28][CH:25]2[CH2:27][CH2:26]2)[CH:23]=1)[CH2:5][O:6][C:7]1[CH:12]=[CH:11][CH:10]=[CH:9][C:8]=1[CH2:13][C:14]([O:16][C:17]([CH3:20])([CH3:19])[CH3:18])=[O:15], predict the reactants needed to synthesize it. The reactants are: Br[C:2]1[CH:3]=[C:4]([CH:21]=[C:22]([Cl:24])[CH:23]=1)[CH2:5][O:6][C:7]1[CH:12]=[CH:11][CH:10]=[CH:9][C:8]=1[CH2:13][C:14]([O:16][C:17]([CH3:20])([CH3:19])[CH3:18])=[O:15].[CH:25]1([CH2:28][NH2:29])[CH2:27][CH2:26]1.C([O-])([O-])=O.[Cs+].[Cs+]. (8) Given the product [CH:2]([C:3]1[CH:8]=[CH:7][N:6]2[N:9]=[CH:10][C:11]([C:12]([O:14][CH3:15])=[O:13])=[C:5]2[CH:4]=1)=[O:1], predict the reactants needed to synthesize it. The reactants are: [OH:1][CH2:2][C:3]1[CH:8]=[CH:7][N:6]2[N:9]=[CH:10][C:11]([C:12]([O:14][CH3:15])=[O:13])=[C:5]2[CH:4]=1. (9) Given the product [ClH:25].[C:1]([O:5][CH2:6][C:7]1[CH:8]=[CH:9][C:10]([N:13]2[C:17](=[O:18])[C:16]([C:19]3[CH:20]=[N:21][CH:22]=[CH:23][CH:24]=3)=[CH:15][NH:14]2)=[N:11][CH:12]=1)([CH3:4])([CH3:2])[CH3:3], predict the reactants needed to synthesize it. The reactants are: [C:1]([O:5][CH2:6][C:7]1[CH:8]=[CH:9][C:10]([N:13]2[C:17](=[O:18])[C:16]([C:19]3[CH:20]=[N:21][CH:22]=[CH:23][CH:24]=3)=[CH:15][NH:14]2)=[N:11][CH:12]=1)([CH3:4])([CH3:3])[CH3:2].[ClH:25].